This data is from Forward reaction prediction with 1.9M reactions from USPTO patents (1976-2016). The task is: Predict the product of the given reaction. (1) Given the reactants [CH:1]1([NH:4][CH2:5][CH2:6][C:7]2[CH:12]=[CH:11][C:10]([N+:13]([O-:15])=[O:14])=[CH:9][CH:8]=2)[CH2:3][CH2:2]1.[CH3:16][C:17]([O:20][C:21](O[C:21]([O:20][C:17]([CH3:19])([CH3:18])[CH3:16])=[O:22])=[O:22])([CH3:19])[CH3:18].C([O-])(O)=O.[Na+], predict the reaction product. The product is: [C:17]([O:20][C:21](=[O:22])[N:4]([CH:1]1[CH2:3][CH2:2]1)[CH2:5][CH2:6][C:7]1[CH:12]=[CH:11][C:10]([N+:13]([O-:15])=[O:14])=[CH:9][CH:8]=1)([CH3:19])([CH3:18])[CH3:16]. (2) Given the reactants [CH3:1][C:2]1[CH:3]=[N:4][CH:5]=[CH:6][CH:7]=1.Cl[C:9]([O:11][CH2:12][CH3:13])=[O:10].[CH:14]([Mg]Br)([CH3:16])[CH3:15], predict the reaction product. The product is: [CH:14]([CH:7]1[CH:6]=[CH:5][N:4]([C:9]([O:11][CH2:12][CH3:13])=[O:10])[CH:3]=[C:2]1[CH3:1])([CH3:16])[CH3:15].